From a dataset of Peptide-MHC class I binding affinity with 185,985 pairs from IEDB/IMGT. Regression. Given a peptide amino acid sequence and an MHC pseudo amino acid sequence, predict their binding affinity value. This is MHC class I binding data. The peptide sequence is MLIGIEILN. The MHC is HLA-A02:01 with pseudo-sequence HLA-A02:01. The binding affinity (normalized) is 0.416.